Dataset: Forward reaction prediction with 1.9M reactions from USPTO patents (1976-2016). Task: Predict the product of the given reaction. (1) Given the reactants [NH2:1][C:2]1[CH:7]=[CH:6][C:5]([Cl:8])=[CH:4][C:3]=1[CH2:9][OH:10].Cl[C:12]([O:14][CH2:15][CH3:16])=[O:13].N1C=CC=CC=1, predict the reaction product. The product is: [CH2:15]([O:14][C:12](=[O:13])[NH:1][C:2]1[CH:7]=[CH:6][C:5]([Cl:8])=[CH:4][C:3]=1[CH2:9][OH:10])[CH3:16]. (2) Given the reactants [F:1][C:2]1[CH:7]=[C:6]([C:8]2[S:9][CH:10]=[CH:11][N:12]=2)[N:5]=[C:4]([OH:13])[CH:3]=1.[C:14]([O-])([O-])=O.[K+].[K+].IC, predict the reaction product. The product is: [F:1][C:2]1[CH:3]=[C:4]([O:13][CH3:14])[N:5]=[C:6]([C:8]2[S:9][CH:10]=[CH:11][N:12]=2)[CH:7]=1. (3) The product is: [CH3:4][CH:3]([CH3:5])[CH2:2][CH:1]=[C:8]([C:7]([O:14][CH3:15])=[O:13])[C:9]([O:11][CH3:12])=[O:10]. Given the reactants [CH:1](=O)[CH2:2][CH:3]([CH3:5])[CH3:4].[C:7]([O:14][CH3:15])(=[O:13])[CH2:8][C:9]([O:11][CH3:12])=[O:10].N1CCC[C@H]1C(O)=O.C(OCC)(=O)C, predict the reaction product. (4) Given the reactants [OH:1][C:2]1[C:3]2[CH:4]=[CH:5][CH:6]=[N:7][C:8]=2[C:9]([CH3:25])([CH3:24])[C:10](=[O:23])[C:11]=1[C:12]([NH:14][CH2:15][C:16]([O:18]C(C)(C)C)=[O:17])=[O:13].C(O)(C(F)(F)F)=O, predict the reaction product. The product is: [OH:1][C:2]1[C:3]2[CH:4]=[CH:5][CH:6]=[N:7][C:8]=2[C:9]([CH3:25])([CH3:24])[C:10](=[O:23])[C:11]=1[C:12]([NH:14][CH2:15][C:16]([OH:18])=[O:17])=[O:13].